From a dataset of Retrosynthesis with 50K atom-mapped reactions and 10 reaction types from USPTO. Predict the reactants needed to synthesize the given product. (1) Given the product C=CCN1C(=O)[C@@H](NC(=O)OC(C)(C)C)[C@@H](C)Oc2ccc(F)cc21, predict the reactants needed to synthesize it. The reactants are: C=CCBr.C[C@H]1Oc2ccc(F)cc2NC(=O)[C@H]1NC(=O)OC(C)(C)C. (2) Given the product CC(C)(C)OC(=O)N[C@@H](CC1CC1)C(N)=O, predict the reactants needed to synthesize it. The reactants are: CC#N.CC(C)(C)OC(=O)N[C@@H](CC1CC1)C(=O)O. (3) Given the product C[C@@H](C(F)F)[C@H]1COC(=O)N1c1ccnc(F)n1, predict the reactants needed to synthesize it. The reactants are: C[C@@H](C(F)F)[C@H]1COC(=O)N1.Fc1ccnc(F)n1. (4) Given the product O=C1CC(CCC#Cc2cccc(O)c2)(C2CCCC2)OC(=O)C1Cl, predict the reactants needed to synthesize it. The reactants are: C#CCCC1(C2CCCC2)CC(=O)C(Cl)C(=O)O1.Oc1cccc(I)c1. (5) Given the product O=C(O)C(CC(=O)N1C[C@H]2CCCC[C@H]2C1)Cc1cccs1, predict the reactants needed to synthesize it. The reactants are: O=C(O)/C(=C/c1cccs1)CC(=O)N1C[C@H]2CCCC[C@H]2C1. (6) The reactants are: CC(C)(C)OC(=O)N1CCN(C(=O)Cc2cccnc2)CC1. Given the product O=C(Cc1cccnc1)N1CCNCC1, predict the reactants needed to synthesize it.